Predict the reactants needed to synthesize the given product. From a dataset of Full USPTO retrosynthesis dataset with 1.9M reactions from patents (1976-2016). (1) Given the product [Cl:1][C:2]1[CH:3]=[C:4]([N:8]([CH2:9][C:10]2[C:11](=[O:21])[NH:12][C:13]3[C:18]([CH:19]=2)=[CH:17][CH:16]=[CH:15][C:14]=3[F:20])[C:28]([C:27]2[S:26][CH:25]=[N:24][C:23]=2[CH3:22])=[O:29])[CH:5]=[CH:6][CH:7]=1, predict the reactants needed to synthesize it. The reactants are: [Cl:1][C:2]1[CH:3]=[C:4]([NH:8][CH2:9][C:10]2[C:11](=[O:21])[NH:12][C:13]3[C:18]([CH:19]=2)=[CH:17][CH:16]=[CH:15][C:14]=3[F:20])[CH:5]=[CH:6][CH:7]=1.[CH3:22][C:23]1[N:24]=[CH:25][S:26][C:27]=1[C:28](O)=[O:29]. (2) Given the product [OH:27][C:21]1([C:22]2[S:26][CH:25]=[CH:24][CH:23]=2)[CH2:20][CH2:19][N:18]([CH:2]([CH3:15])[C:3]([C:5]2[CH:14]=[CH:13][C:8]3[NH:9][C:10](=[O:12])[S:11][C:7]=3[CH:6]=2)=[O:4])[CH2:17][CH2:16]1, predict the reactants needed to synthesize it. The reactants are: Br[CH:2]([CH3:15])[C:3]([C:5]1[CH:14]=[CH:13][C:8]2[NH:9][C:10](=[O:12])[S:11][C:7]=2[CH:6]=1)=[O:4].[CH2:16]1[C:21]([OH:27])([C:22]2[S:26][CH:25]=[CH:24][CH:23]=2)[CH2:20][CH2:19][NH:18][CH2:17]1.C(N(CC)CC)C. (3) Given the product [N:25]1([CH:30]2[CH2:35][CH2:34][N:33]([S:20]([C:17]3[CH:18]=[CH:19][C:14]([CH2:13][NH:12][C:10]([C:8]4[CH:9]=[C:4]5[CH:3]=[N:2][NH:1][C:5]5=[N:6][CH:7]=4)=[O:11])=[CH:15][CH:16]=3)(=[O:22])=[O:21])[CH2:32][CH2:31]2)[CH2:29][CH2:28][CH2:27][CH2:26]1, predict the reactants needed to synthesize it. The reactants are: [NH:1]1[C:5]2=[N:6][CH:7]=[C:8]([C:10]([NH:12][CH2:13][C:14]3[CH:19]=[CH:18][C:17]([S:20](Cl)(=[O:22])=[O:21])=[CH:16][CH:15]=3)=[O:11])[CH:9]=[C:4]2[CH:3]=[N:2]1.Cl.[N:25]1([CH:30]2[CH2:35][CH2:34][NH:33][CH2:32][CH2:31]2)[CH2:29][CH2:28][CH2:27][CH2:26]1.C(N(CC)CC)C.